From a dataset of Full USPTO retrosynthesis dataset with 1.9M reactions from patents (1976-2016). Predict the reactants needed to synthesize the given product. (1) Given the product [ClH:6].[CH2:1]([N:3]([CH2:4][CH3:5])[CH2:9][CH2:8][CH2:7][Cl:6])[CH3:2], predict the reactants needed to synthesize it. The reactants are: [CH2:1]([NH:3][CH2:4][CH3:5])[CH3:2].[Cl:6][CH2:7][CH2:8][CH2:9]O.S(Cl)(Cl)=O. (2) The reactants are: [C:1]1([CH2:7][N:8]2[C:20]3[CH:19]=[CH:18][CH:17]=[C:16]([O:21][CH2:22][C:23]([O:25]C)=[O:24])[C:15]=3[C:14]3[C:9]2=[CH:10][CH:11]=[CH:12][C:13]=3[C:27](=[O:29])[NH2:28])[CH:6]=[CH:5][CH:4]=[CH:3][CH:2]=1.[OH-].[Na+]. Given the product [C:1]1([CH2:7][N:8]2[C:20]3[CH:19]=[CH:18][CH:17]=[C:16]([O:21][CH2:22][C:23]([OH:25])=[O:24])[C:15]=3[C:14]3[C:9]2=[CH:10][CH:11]=[CH:12][C:13]=3[C:27](=[O:29])[NH2:28])[CH:6]=[CH:5][CH:4]=[CH:3][CH:2]=1, predict the reactants needed to synthesize it. (3) Given the product [OH:11][C:12]1[CH:19]=[CH:18][C:15]([C:16]2[NH:6][C:4](=[O:5])[C:3]3[C:2](=[CH:10][CH:9]=[CH:8][CH:7]=3)[N:1]=2)=[CH:14][CH:13]=1, predict the reactants needed to synthesize it. The reactants are: [NH2:1][C:2]1[CH:10]=[CH:9][CH:8]=[CH:7][C:3]=1[C:4]([NH2:6])=[O:5].[OH:11][C:12]1[CH:19]=[CH:18][C:15]([CH:16]=O)=[CH:14][CH:13]=1. (4) Given the product [CH2:1]([O:8][C:9]1[CH:10]=[CH:11][C:12]([C@H:15]2[N:18]([C:19]3[CH:24]=[CH:23][C:22]([F:25])=[CH:21][CH:20]=3)[C:17](=[O:26])[C@@H:16]2[CH2:27][CH2:28][C@@H:29]([C:31]2[CH:36]=[CH:35][C:34]([F:37])=[CH:33][CH:32]=2)[OH:30])=[CH:13][CH:14]=1)[C:2]1[CH:3]=[CH:4][CH:5]=[CH:6][CH:7]=1, predict the reactants needed to synthesize it. The reactants are: [CH2:1]([O:8][C:9]1[CH:14]=[CH:13][C:12]([C@H:15]2[N:18]([C:19]3[CH:24]=[CH:23][C:22]([F:25])=[CH:21][CH:20]=3)[C:17](=[O:26])[C@@H:16]2[CH2:27][CH2:28][C:29]([C:31]2[CH:36]=[CH:35][C:34]([F:37])=[CH:33][CH:32]=2)=[O:30])=[CH:11][CH:10]=1)[C:2]1[CH:7]=[CH:6][CH:5]=[CH:4][CH:3]=1.CB1N2CCC[C@@H]2C(C2C=CC=CC=2)(C2C=CC=CC=2)O1.B.CSC.Cl. (5) Given the product [Cl:1][C:2]1[CH:3]=[C:4]([CH:18]=[CH:19][C:20]=1[Cl:21])[O:5][CH:6]1[CH2:7][CH2:8][N:9]([CH:12]2[CH2:13][CH2:14][N:15]([C:56]([C:54]3[N:55]=[C:50]4[CH:49]=[CH:48][C:47]([F:46])=[CH:52][N:51]4[CH:53]=3)=[O:57])[CH2:16][CH2:17]2)[CH2:10][CH2:11]1, predict the reactants needed to synthesize it. The reactants are: [Cl:1][C:2]1[CH:3]=[C:4]([CH:18]=[CH:19][C:20]=1[Cl:21])[O:5][CH:6]1[CH2:11][CH2:10][N:9]([CH:12]2[CH2:17][CH2:16][NH:15][CH2:14][CH2:13]2)[CH2:8][CH2:7]1.F[P-](F)(F)(F)(F)F.Br[P+](N1CCCC1)(N1CCCC1)N1CCCC1.[F:46][C:47]1[CH:48]=[CH:49][C:50]2[N:51]([CH:53]=[C:54]([C:56](O)=[O:57])[N:55]=2)[CH:52]=1.C([O-])(O)=O.[Na+]. (6) Given the product [Cl:15][C:16]1[CH:17]=[N:18][C:19]([O:22][CH:23]2[CH2:28][CH2:27][N:26]([C:29]([C@@H:30]([NH:34][C:47]([C:38]3[C:37]([OH:36])=[N:46][C:45]4[C:40](=[CH:41][CH:42]=[CH:43][CH:44]=4)[N:39]=3)=[O:48])[CH:31]([CH3:33])[CH3:32])=[O:35])[CH2:25][CH2:24]2)=[N:20][CH:21]=1, predict the reactants needed to synthesize it. The reactants are: Cl.C(N=C=NCCCN(C)C)C.Cl.Cl.[Cl:15][C:16]1[CH:17]=[N:18][C:19]([O:22][CH:23]2[CH2:28][CH2:27][N:26]([C:29](=[O:35])[C@@H:30]([NH2:34])[CH:31]([CH3:33])[CH3:32])[CH2:25][CH2:24]2)=[N:20][CH:21]=1.[OH:36][C:37]1[C:38]([C:47](O)=[O:48])=[N:39][C:40]2[C:45]([N:46]=1)=[CH:44][CH:43]=[CH:42][CH:41]=2.O.ON1C2C=CC=CC=2N=N1.CN1CCOCC1. (7) Given the product [CH3:52][C:53]1[CH:58]=[C:57]([CH3:59])[CH:56]=[CH:55][C:54]=1[NH:60][CH:61]1[CH2:66][CH2:65][N:64]([C:16](=[O:18])[CH2:15][NH:14][C:12]([C:9]2[CH:8]=[C:7]([C:1]3[CH:2]=[CH:3][CH:4]=[CH:5][CH:6]=3)[NH:11][N:10]=2)=[O:13])[CH2:63][CH2:62]1, predict the reactants needed to synthesize it. The reactants are: [C:1]1([C:7]2[NH:11][N:10]=[C:9]([C:12]([NH:14][CH2:15][C:16]([OH:18])=O)=[O:13])[CH:8]=2)[CH:6]=[CH:5][CH:4]=[CH:3][CH:2]=1.CCN(C(C)C)C(C)C.C1C=CC2N(O)N=NC=2C=1.CCN=C=NCCCN(C)C.Cl.Cl.Cl.[CH3:52][C:53]1[CH:58]=[C:57]([CH3:59])[CH:56]=[CH:55][C:54]=1[NH:60][CH:61]1[CH2:66][CH2:65][NH:64][CH2:63][CH2:62]1. (8) Given the product [Br:20][C:21]1[CH:28]=[CH:27][C:26]([O:29][C:2]2[CH:9]=[C:8]([O:10][CH2:11][CH2:12][O:13][CH:14]3[CH2:19][CH2:18][CH2:17][CH2:16][O:15]3)[C:5]([C:6]#[N:7])=[CH:4][N:3]=2)=[CH:25][C:22]=1[CH:23]=[O:24], predict the reactants needed to synthesize it. The reactants are: Cl[C:2]1[CH:9]=[C:8]([O:10][CH2:11][CH2:12][O:13][CH:14]2[CH2:19][CH2:18][CH2:17][CH2:16][O:15]2)[C:5]([C:6]#[N:7])=[CH:4][N:3]=1.[Br:20][C:21]1[CH:28]=[CH:27][C:26]([OH:29])=[CH:25][C:22]=1[CH:23]=[O:24].C(=O)([O-])[O-].[K+].[K+]. (9) Given the product [CH3:1][C:2]1([CH3:24])[O:3][C@@H:4]2[C@H:9]([C:10]3[NH:27][N:26]=[CH:12][CH:11]=3)[O:8][C@@H:7]([N:14]3[C:18]4[N:19]=[CH:20][N:21]=[C:22]([CH3:23])[C:17]=4[CH:16]=[CH:15]3)[C@@H:5]2[O:6]1, predict the reactants needed to synthesize it. The reactants are: [CH3:1][C:2]1([CH3:24])[O:6][C@H:5]2[C@H:7]([N:14]3[C:18]4[N:19]=[CH:20][N:21]=[C:22]([CH3:23])[C:17]=4[CH:16]=[CH:15]3)[O:8][C@@H:9]([C:10](=O)[C:11]#[CH:12])[C@H:4]2[O:3]1.O.[NH2:26][NH2:27].